Task: Predict the reactants needed to synthesize the given product.. Dataset: Full USPTO retrosynthesis dataset with 1.9M reactions from patents (1976-2016) The reactants are: [Br:1][C:2]1[CH:18]=[CH:17][C:5]2[C:6]3[N:7]([CH:11]=[C:12]([C:14]([OH:16])=O)[N:13]=3)[CH2:8][CH2:9][O:10][C:4]=2[CH:3]=1.C1(P(C2C=CC=CC=2)C2C=CC=CC=2)C=CC=CC=1.[C:38]([NH2:41])(=[NH:40])[CH3:39]. Given the product [Br:1][C:2]1[CH:18]=[CH:17][C:5]2[C:6]3[N:7]([CH:11]=[C:12]([C:14]([NH:41][C:38](=[NH:40])[CH3:39])=[O:16])[N:13]=3)[CH2:8][CH2:9][O:10][C:4]=2[CH:3]=1, predict the reactants needed to synthesize it.